From a dataset of Forward reaction prediction with 1.9M reactions from USPTO patents (1976-2016). Predict the product of the given reaction. (1) Given the reactants Cl[C:2]([O:4][CH:5]([CH3:7])[CH3:6])=[O:3].N1C=CC=CC=1.[CH2:14]([OH:17])[CH2:15][OH:16], predict the reaction product. The product is: [C:2](=[O:3])([O:4][CH:5]([CH3:7])[CH3:6])[O:16][CH2:15][CH2:14][OH:17]. (2) Given the reactants [CH2:1]([N:8]1[C:16]2[C:15]([CH3:17])=[C:14]([CH3:18])[N:13]=[C:12]([N:19](CC=C)CC=C)[C:11]=2[NH:10][C:9]1=[O:26])[C:2]1[CH:7]=[CH:6][CH:5]=[CH:4][CH:3]=1.C(#N)C, predict the reaction product. The product is: [CH2:1]([N:8]1[C:16]2[C:15]([CH3:17])=[C:14]([CH3:18])[N:13]=[C:12]([NH2:19])[C:11]=2[NH:10][C:9]1=[O:26])[C:2]1[CH:7]=[CH:6][CH:5]=[CH:4][CH:3]=1. (3) The product is: [F:1][C:2]1[CH:10]=[CH:9][C:8]([N+:11]([O-:13])=[O:12])=[CH:7][C:3]=1[C:4]([NH:24][CH2:23][C:21]1[CH:20]=[CH:19][C:18]2[O:14][CH2:15][O:16][C:17]=2[CH:22]=1)=[O:6]. Given the reactants [F:1][C:2]1[CH:10]=[CH:9][C:8]([N+:11]([O-:13])=[O:12])=[CH:7][C:3]=1[C:4]([OH:6])=O.[O:14]1[C:18]2[CH:19]=[CH:20][C:21]([CH2:23][NH2:24])=[CH:22][C:17]=2[O:16][CH2:15]1.Cl.CN(C)CCCN=C=NCC.ON1C2C=CC=CC=2N=N1, predict the reaction product. (4) Given the reactants C(N(CC)CC)C.[CH:8]([C:10]1[C:18]2[C:13](=[CH:14][CH:15]=[CH:16][CH:17]=2)[N:12](C(OC(C)(C)C)=O)[CH:11]=1)=[O:9].[CH:26](=[N:33][C:34]1[N:39]=[C:38]([O:40][CH3:41])[CH:37]=[C:36]([CH3:42])[N:35]=1)[C:27]1[CH:32]=[CH:31][CH:30]=[CH:29][CH:28]=1, predict the reaction product. The product is: [NH:12]1[C:13]2[C:18](=[CH:17][CH:16]=[CH:15][CH:14]=2)[C:10]([C:8](=[O:9])[CH:26]([NH:33][C:34]2[N:39]=[C:38]([O:40][CH3:41])[CH:37]=[C:36]([CH3:42])[N:35]=2)[C:27]2[CH:28]=[CH:29][CH:30]=[CH:31][CH:32]=2)=[CH:11]1.